From a dataset of HIV replication inhibition screening data with 41,000+ compounds from the AIDS Antiviral Screen. Binary Classification. Given a drug SMILES string, predict its activity (active/inactive) in a high-throughput screening assay against a specified biological target. The molecule is CC1SC(c2ccccc2)N(Nc2c3ccccc3nc3ccccc23)C1=O. The result is 0 (inactive).